Task: Predict the reactants needed to synthesize the given product.. Dataset: Full USPTO retrosynthesis dataset with 1.9M reactions from patents (1976-2016) (1) Given the product [F:1][C:2]1[CH:3]=[C:4]([C:9]2([OH:14])[CH2:13][CH2:12][N:11]([CH2:22][CH:23]([CH3:25])[CH3:24])[CH2:10]2)[CH:5]=[C:6]([F:8])[CH:7]=1, predict the reactants needed to synthesize it. The reactants are: [F:1][C:2]1[CH:3]=[C:4]([C:9]2([OH:14])[CH2:13][CH2:12][NH:11][CH2:10]2)[CH:5]=[C:6]([F:8])[CH:7]=1.C(=O)([O-])[O-].[K+].[K+].Br[CH2:22][CH:23]([CH3:25])[CH3:24].C(O)(=O)C(O)=O. (2) The reactants are: [C:1]([C:3]1[CH:8]=[CH:7][C:6]([CH:9]2[C:14]([C:15]([OH:17])=O)=[C:13]([CH3:18])[N:12]([C:19]3[CH:24]=[CH:23][CH:22]=[C:21]([C:25]([F:28])([F:27])[F:26])[CH:20]=3)[C:11](=[O:29])[NH:10]2)=[C:5]([S:30]([CH:33]([CH3:35])[CH3:34])(=[O:32])=[O:31])[CH:4]=1)#[N:2].C[N:37](C(ON1N=NC2C=CC=NC1=2)=[N+](C)C)C.F[P-](F)(F)(F)(F)F.N.O1CCOCC1.CCN(C(C)C)C(C)C. Given the product [C:1]([C:3]1[CH:8]=[CH:7][C:6]([CH:9]2[C:14]([C:15]([NH2:37])=[O:17])=[C:13]([CH3:18])[N:12]([C:19]3[CH:24]=[CH:23][CH:22]=[C:21]([C:25]([F:26])([F:28])[F:27])[CH:20]=3)[C:11](=[O:29])[NH:10]2)=[C:5]([S:30]([CH:33]([CH3:34])[CH3:35])(=[O:32])=[O:31])[CH:4]=1)#[N:2], predict the reactants needed to synthesize it. (3) The reactants are: [Cl:1][C:2]1[N:3]=[C:4]([C:11]2[CH:12]=[C:13]([CH2:17][C:18]#[N:19])[CH:14]=[CH:15][CH:16]=2)[C:5]2[CH:10]=[CH:9][NH:8][C:6]=2[N:7]=1.C(N(CC)CC)C.[S:27](Cl)([C:30]1[CH:36]=[CH:35][C:33]([CH3:34])=[CH:32][CH:31]=1)(=[O:29])=[O:28]. Given the product [Cl:1][C:2]1[N:3]=[C:4]([C:11]2[CH:12]=[C:13]([CH2:17][C:18]#[N:19])[CH:14]=[CH:15][CH:16]=2)[C:5]2[CH:10]=[CH:9][N:8]([S:27]([C:30]3[CH:36]=[CH:35][C:33]([CH3:34])=[CH:32][CH:31]=3)(=[O:29])=[O:28])[C:6]=2[N:7]=1, predict the reactants needed to synthesize it. (4) Given the product [S:22]1[C:14]([C:2]2[C:10]3[C:9]([NH2:11])=[N:8][CH:7]=[N:6][C:5]=3[N:4]([CH3:12])[CH:3]=2)=[CH:15][C:16]2[CH:17]=[CH:18][CH:19]=[CH:20][C:21]1=2, predict the reactants needed to synthesize it. The reactants are: I[C:2]1[C:10]2[C:9]([NH2:11])=[N:8][CH:7]=[N:6][C:5]=2[N:4]([CH3:12])[CH:3]=1.B(O)(O)[C:14]1[S:22][C:21]2[C:16](=[CH:17][CH:18]=[CH:19][CH:20]=2)[CH:15]=1.[O-]P([O-])([O-])=O.[K+].[K+].[K+]. (5) The reactants are: [Br:1][C:2]1[NH:6][N:5]=[CH:4][CH:3]=1.Br[CH2:8][C:9]1[CH:18]=[CH:17][C:12]([C:13]([O:15][CH3:16])=[O:14])=[CH:11][CH:10]=1.CC(=O)CC. Given the product [Br:1][C:2]1[N:6]([CH2:8][C:9]2[CH:18]=[CH:17][C:12]([C:13]([O:15][CH3:16])=[O:14])=[CH:11][CH:10]=2)[N:5]=[CH:4][CH:3]=1, predict the reactants needed to synthesize it.